Dataset: Catalyst prediction with 721,799 reactions and 888 catalyst types from USPTO. Task: Predict which catalyst facilitates the given reaction. (1) Reactant: [CH3:1][CH:2]([CH3:39])[CH2:3][S:4]([N:7]1[CH2:12][CH2:11][CH2:10][C@H:9]([NH:13][C:14]2[C:19]([C:20]3[N:21]=[C:22]4[CH:28]=[CH:27][N:26]([CH2:29][O:30][CH2:31][CH2:32][Si:33]([CH3:36])([CH3:35])[CH3:34])[C:23]4=[N:24][CH:25]=3)=[CH:18][N:17]=[C:16](SC)[N:15]=2)[CH2:8]1)(=[O:6])=[O:5].[CH3:40]O.[S:42]([O-:47])(O[O-])(=[O:44])=O.[K+].[K+]. Product: [CH3:40][S:42]([C:16]1[N:15]=[C:14]([NH:13][C@H:9]2[CH2:10][CH2:11][CH2:12][N:7]([S:4]([CH2:3][CH:2]([CH3:39])[CH3:1])(=[O:5])=[O:6])[CH2:8]2)[C:19]([C:20]2[N:21]=[C:22]3[CH:28]=[CH:27][N:26]([CH2:29][O:30][CH2:31][CH2:32][Si:33]([CH3:36])([CH3:34])[CH3:35])[C:23]3=[N:24][CH:25]=2)=[CH:18][N:17]=1)(=[O:47])=[O:44]. The catalyst class is: 30. (2) Reactant: Cl[C:2]1[N:7]=[CH:6][C:5]([C:8]2[N:9]=[C:10]([O:29][CH2:30][CH2:31][O:32][CH3:33])[C:11]3[CH2:17][N:16]([C:18]([C:20]4[CH:21]=[N:22][N:23]5[CH:28]=[CH:27][CH:26]=[CH:25][C:24]=45)=[O:19])[CH2:15][CH2:14][C:12]=3[N:13]=2)=[CH:4][CH:3]=1.[CH3:34][Sn](C)(C)C. The catalyst class is: 128. Product: [CH3:33][O:32][CH2:31][CH2:30][O:29][C:10]1[C:11]2[CH2:17][N:16]([C:18]([C:20]3[CH:21]=[N:22][N:23]4[CH:28]=[CH:27][CH:26]=[CH:25][C:24]=34)=[O:19])[CH2:15][CH2:14][C:12]=2[N:13]=[C:8]([C:5]2[CH:6]=[N:7][C:2]([CH3:34])=[CH:3][CH:4]=2)[N:9]=1. (3) Reactant: Cl.[O:2]1[CH2:7][CH2:6][CH2:5][CH:4]([NH2:8])[CH2:3]1.[CH3:9][S:10](Cl)(=[O:12])=[O:11]. Product: [O:2]1[CH2:7][CH2:6][CH2:5][CH:4]([NH:8][S:10]([CH3:9])(=[O:12])=[O:11])[CH2:3]1. The catalyst class is: 119. (4) Reactant: [CH3:1][Si:2]([CH3:14])([CH3:13])[CH2:3][CH2:4][O:5][CH2:6][N:7]1[CH:11]=[C:10]([NH2:12])[CH:9]=[N:8]1.[Br:15][C:16]1[C:17]2[N:18]([N:22]=[C:23](I)[N:24]=2)[CH:19]=[CH:20][CH:21]=1.CC1(C)C2C(=C(P(C3C=CC=CC=3)C3C=CC=CC=3)C=CC=2)OC2C(P(C3C=CC=CC=3)C3C=CC=CC=3)=CC=CC1=2.C([O-])([O-])=O.[Cs+].[Cs+]. Product: [Br:15][C:16]1[C:17]2[N:18]([N:22]=[C:23]([NH:12][C:10]3[CH:9]=[N:8][N:7]([CH2:6][O:5][CH2:4][CH2:3][Si:2]([CH3:14])([CH3:13])[CH3:1])[CH:11]=3)[N:24]=2)[CH:19]=[CH:20][CH:21]=1. The catalyst class is: 102. (5) Reactant: CN(C=O)C.[OH:6][C@@H:7]([CH2:14]/[CH:15]=[C:16](/[CH3:20])\[CH2:17][CH:18]=[CH2:19])[C:8]([N:10]([O:12][CH3:13])[CH3:11])=[O:9].[Si:21](Cl)([C:24]([CH3:27])([CH3:26])[CH3:25])([CH3:23])[CH3:22].N1C=CN=C1. Product: [C:24]([Si:21]([CH3:23])([CH3:22])[O:6][C@@H:7]([CH2:14]/[CH:15]=[C:16](/[CH3:20])\[CH2:17][CH:18]=[CH2:19])[C:8]([N:10]([O:12][CH3:13])[CH3:11])=[O:9])([CH3:27])([CH3:26])[CH3:25]. The catalyst class is: 757. (6) Reactant: [CH2:1]([NH:4][CH2:5][CH2:6][CH3:7])[CH2:2][CH3:3].[O:8]([C:15]([NH:17][C:18]1[CH:27]=[CH:26][CH:25]=[C:24]2[C:19]=1[CH2:20][CH2:21][CH2:22][CH:23]2[C:28]1[N:29]=[CH:30][N:31](C(OC(C)(C)C)=O)[CH:32]=1)=O)C1C=CC=CC=1. Product: [NH:31]1[CH:32]=[C:28]([CH:23]2[CH2:22][CH2:21][CH2:20][C:19]3[C:18]([NH:17][C:15](=[O:8])[N:4]([CH2:5][CH2:6][CH3:7])[CH2:1][CH2:2][CH3:3])=[CH:27][CH:26]=[CH:25][C:24]2=3)[N:29]=[CH:30]1. The catalyst class is: 16. (7) Product: [C:56]([NH:53][C:54]([N:25]1[C@H:24]([C:22]([NH:21][C@@H:4]([CH2:5][C:6]2[CH:7]=[CH:8][C:9]([O:12][C:13]3[CH:18]=[CH:17][N:16]=[C:15]([CH3:19])[C:14]=3[CH3:20])=[CH:10][CH:11]=2)[C:3]([OH:2])=[O:52])=[O:23])[CH2:33][C:32]2[CH:31]=[C:30]3[O:34][CH2:35][C@H:36]([C:38]4[CH:43]=[CH:42][C:41]([O:44][CH2:45][CH:46]5[CH2:47][CH2:48][CH2:49][CH2:50][CH2:51]5)=[CH:40][CH:39]=4)[O:37][C:29]3=[CH:28][C:27]=2[CH2:26]1)=[O:55])([CH3:59])([CH3:58])[CH3:57]. Reactant: C[O:2][C:3](=[O:52])[C@@H:4]([NH:21][C:22]([C@@H:24]1[CH2:33][C:32]2[CH:31]=[C:30]3[O:34][CH2:35][C@H:36]([C:38]4[CH:43]=[CH:42][C:41]([O:44][CH2:45][CH:46]5[CH2:51][CH2:50][CH2:49][CH2:48][CH2:47]5)=[CH:40][CH:39]=4)[O:37][C:29]3=[CH:28][C:27]=2[CH2:26][NH:25]1)=[O:23])[CH2:5][C:6]1[CH:11]=[CH:10][C:9]([O:12][C:13]2[CH:18]=[CH:17][N:16]=[C:15]([CH3:19])[C:14]=2[CH3:20])=[CH:8][CH:7]=1.[N:53]([C:56]([CH3:59])([CH3:58])[CH3:57])=[C:54]=[O:55]. The catalyst class is: 2.